Task: Predict which catalyst facilitates the given reaction.. Dataset: Catalyst prediction with 721,799 reactions and 888 catalyst types from USPTO (1) Reactant: [Cl:1][C:2]1[C:3]([O:10][C:11]2[CH:26]=[CH:25][C:14]([CH2:15][CH2:16][NH:17]C(=O)OC(C)(C)C)=[CH:13][CH:12]=2)=[N:4][C:5]([Cl:9])=[C:6]([Cl:8])[CH:7]=1.Cl. Product: [ClH:1].[Cl:1][C:2]1[C:3]([O:10][C:11]2[CH:26]=[CH:25][C:14]([CH2:15][CH2:16][NH2:17])=[CH:13][CH:12]=2)=[N:4][C:5]([Cl:9])=[C:6]([Cl:8])[CH:7]=1. The catalyst class is: 13. (2) Reactant: [CH3:1][N:2]([CH2:4][C:5]1[N:9]([C:10]2[CH:15]=[CH:14][C:13]([N+:16]([O-:18])=[O:17])=[CH:12][CH:11]=2)[N:8]=[C:7]([NH:19][C:20]([NH:22][C:23]2[N:24]=[N:25][C:26]([O:29][CH3:30])=[CH:27][CH:28]=2)=[O:21])[C:6]=1[C:31](OC)=[O:32])[CH3:3].C[O-].[Na+]. Product: [CH3:1][N:2]([CH2:4][C:5]1[N:9]([C:10]2[CH:11]=[CH:12][C:13]([N+:16]([O-:18])=[O:17])=[CH:14][CH:15]=2)[N:8]=[C:7]2[C:6]=1[C:31](=[O:32])[N:22]([C:23]1[N:24]=[N:25][C:26]([O:29][CH3:30])=[CH:27][CH:28]=1)[C:20](=[O:21])[NH:19]2)[CH3:3]. The catalyst class is: 5. (3) Reactant: [OH:1][C:2]1[CH:15]=[CH:14][C:5]([C:6]([C:8]2[CH:13]=[CH:12][CH:11]=[CH:10][CH:9]=2)=[O:7])=[CH:4][CH:3]=1.[OH-].[Na+].O.Cl[CH2:20][CH2:21][OH:22]. Product: [C:6]([C:5]1[CH:4]=[CH:3][C:2]([O:1][CH2:20][CH2:21][OH:22])=[CH:15][CH:14]=1)(=[O:7])[C:8]1[CH:13]=[CH:12][CH:11]=[CH:10][CH:9]=1. The catalyst class is: 4.